Dataset: NCI-60 drug combinations with 297,098 pairs across 59 cell lines. Task: Regression. Given two drug SMILES strings and cell line genomic features, predict the synergy score measuring deviation from expected non-interaction effect. (1) Drug 1: CC1=C(C=C(C=C1)NC2=NC=CC(=N2)N(C)C3=CC4=NN(C(=C4C=C3)C)C)S(=O)(=O)N.Cl. Drug 2: CC1=CC2C(CCC3(C2CCC3(C(=O)C)OC(=O)C)C)C4(C1=CC(=O)CC4)C. Cell line: HCT-15. Synergy scores: CSS=1.67, Synergy_ZIP=7.77, Synergy_Bliss=10.3, Synergy_Loewe=7.07, Synergy_HSA=7.47. (2) Drug 1: CCCCC(=O)OCC(=O)C1(CC(C2=C(C1)C(=C3C(=C2O)C(=O)C4=C(C3=O)C=CC=C4OC)O)OC5CC(C(C(O5)C)O)NC(=O)C(F)(F)F)O. Drug 2: C1=NC2=C(N1)C(=S)N=CN2. Cell line: NCI/ADR-RES. Synergy scores: CSS=54.4, Synergy_ZIP=-4.08, Synergy_Bliss=-4.68, Synergy_Loewe=1.29, Synergy_HSA=3.52. (3) Drug 1: CN1CCC(CC1)COC2=C(C=C3C(=C2)N=CN=C3NC4=C(C=C(C=C4)Br)F)OC. Drug 2: C1=C(C(=O)NC(=O)N1)N(CCCl)CCCl. Cell line: OVCAR-8. Synergy scores: CSS=35.8, Synergy_ZIP=5.54, Synergy_Bliss=6.28, Synergy_Loewe=4.24, Synergy_HSA=7.59. (4) Drug 1: C(CC(=O)O)C(=O)CN.Cl. Drug 2: CC(C)NC(=O)C1=CC=C(C=C1)CNNC.Cl. Cell line: HCC-2998. Synergy scores: CSS=7.14, Synergy_ZIP=-1.80, Synergy_Bliss=-1.31, Synergy_Loewe=-34.4, Synergy_HSA=-4.91. (5) Drug 1: CC(CN1CC(=O)NC(=O)C1)N2CC(=O)NC(=O)C2. Drug 2: C1=CC(=CC=C1CC(C(=O)O)N)N(CCCl)CCCl.Cl. Cell line: EKVX. Synergy scores: CSS=22.9, Synergy_ZIP=1.77, Synergy_Bliss=6.26, Synergy_Loewe=5.01, Synergy_HSA=5.30.